Regression. Given a peptide amino acid sequence and an MHC pseudo amino acid sequence, predict their binding affinity value. This is MHC class I binding data. From a dataset of Peptide-MHC class I binding affinity with 185,985 pairs from IEDB/IMGT. (1) The peptide sequence is ILGTVSWNL. The MHC is BoLA-T2C with pseudo-sequence BoLA-T2C. The binding affinity (normalized) is 0.677. (2) The peptide sequence is NLNQVIQSV. The MHC is HLA-A02:06 with pseudo-sequence HLA-A02:06. The binding affinity (normalized) is 0.364. (3) The peptide sequence is AEMRAYHGF. The MHC is HLA-B27:05 with pseudo-sequence HLA-B27:05. The binding affinity (normalized) is 0.0847. (4) The peptide sequence is RCPLCKYPL. The MHC is H-2-Db with pseudo-sequence H-2-Db. The binding affinity (normalized) is 0.175. (5) The peptide sequence is HPDIVIYQY. The MHC is HLA-A02:01 with pseudo-sequence HLA-A02:01. The binding affinity (normalized) is 0. (6) The peptide sequence is IPSINVHHY. The MHC is HLA-B58:01 with pseudo-sequence HLA-B58:01. The binding affinity (normalized) is 0.0847. (7) The peptide sequence is NTSLEIEFT. The MHC is HLA-A02:01 with pseudo-sequence HLA-A02:01. The binding affinity (normalized) is 0. (8) The peptide sequence is ALPDPILQSI. The MHC is HLA-A02:01 with pseudo-sequence HLA-A02:01. The binding affinity (normalized) is 0.568. (9) The peptide sequence is CAVHLIIYY. The MHC is HLA-A33:01 with pseudo-sequence HLA-A33:01. The binding affinity (normalized) is 0.0798. (10) The peptide sequence is EVIEQWHSL. The MHC is HLA-B48:01 with pseudo-sequence HLA-B48:01. The binding affinity (normalized) is 0.216.